The task is: Predict the reactants needed to synthesize the given product.. This data is from Full USPTO retrosynthesis dataset with 1.9M reactions from patents (1976-2016). (1) Given the product [N:6]1([C:20]([C:17]2[N:18]=[CH:19][C:14]([Br:13])=[CH:15][N:16]=2)=[O:22])[CH2:7][CH2:8][CH2:9]1, predict the reactants needed to synthesize it. The reactants are: CN(C)C(C1C=[CH:9][C:8](Br)=[CH:7][N:6]=1)=O.[Br:13][C:14]1[CH:15]=[N:16][C:17]([C:20]([OH:22])=O)=[N:18][CH:19]=1.Cl.N1CCC1. (2) Given the product [Cl:1][C:2]1[CH:3]=[C:4]2[C:9](=[CH:10][CH:11]=1)[C:8]1([CH2:14][CH2:13][CH2:12]1)[C:7](=[O:15])[C:6]([C:16]([NH:30][CH2:29][C:28]([O:27][C:23]([CH3:26])([CH3:25])[CH3:24])=[O:31])=[O:17])=[C:5]2[OH:21], predict the reactants needed to synthesize it. The reactants are: [Cl:1][C:2]1[CH:3]=[C:4]2[C:9](=[CH:10][CH:11]=1)[C:8]1([CH2:14][CH2:13][CH2:12]1)[C:7](=[O:15])[C:6]([C:16](OCC)=[O:17])=[C:5]2[OH:21].Cl.[C:23]([O:27][C:28](=[O:31])[CH2:29][NH2:30])([CH3:26])([CH3:25])[CH3:24].CCN(C(C)C)C(C)C.